Dataset: Forward reaction prediction with 1.9M reactions from USPTO patents (1976-2016). Task: Predict the product of the given reaction. (1) Given the reactants [N:1]1([C:7]2[CH:12]=[CH:11][C:10]([NH:13][C:14]([C:16]3[O:17][C:18]4[C:23]([C:24](=[O:26])[CH:25]=3)=[CH:22][C:21]([O:27][CH3:28])=[CH:20][C:19]=4[N:29]3[CH2:34][CH2:33][N:32]([CH3:35])[CH2:31][CH2:30]3)=[O:15])=[CH:9][CH:8]=2)[CH2:6][CH2:5][NH:4][CH2:3][CH2:2]1.[CH3:36][N:37]([CH3:41])[C:38](Cl)=[O:39], predict the reaction product. The product is: [CH3:36][N:37]([CH3:41])[C:38]([N:4]1[CH2:5][CH2:6][N:1]([C:7]2[CH:8]=[CH:9][C:10]([NH:13][C:14]([C:16]3[O:17][C:18]4[C:23]([C:24](=[O:26])[CH:25]=3)=[CH:22][C:21]([O:27][CH3:28])=[CH:20][C:19]=4[N:29]3[CH2:30][CH2:31][N:32]([CH3:35])[CH2:33][CH2:34]3)=[O:15])=[CH:11][CH:12]=2)[CH2:2][CH2:3]1)=[O:39]. (2) Given the reactants [CH2:1]([C:5]1[N:6]([CH3:20])[C:7]2[C:12]([C:13]=1[C:14](=[O:19])C(Cl)(Cl)Cl)=[CH:11][CH:10]=[CH:9][CH:8]=2)[CH2:2][CH2:3][CH3:4].[OH-:21].[Na+].Cl, predict the reaction product. The product is: [CH2:1]([C:5]1[N:6]([CH3:20])[C:7]2[C:12]([C:13]=1[C:14]([OH:19])=[O:21])=[CH:11][CH:10]=[CH:9][CH:8]=2)[CH2:2][CH2:3][CH3:4]. (3) Given the reactants Br[C:2]1[C:7]([O:8][C:9]2[CH:10]=[C:11]([C:15]3[CH:20]=[CH:19][CH:18]=[CH:17][CH:16]=3)[CH:12]=[CH:13][CH:14]=2)=[CH:6][CH:5]=[CH:4][C:3]=1[O:21][C:22]1[CH:23]=[C:24]([C:28]2[CH:33]=[CH:32][CH:31]=[CH:30][CH:29]=2)[CH:25]=[CH:26][CH:27]=1.CCCCCC.C([Li])CCC.[B:45](Br)(Br)Br.C(N(CC)C(C)C)(C)C.C([O-])(=O)C.[Na+], predict the reaction product. The product is: [C:28]1([C:24]2[CH:25]=[CH:26][C:27]3[B:45]4[C:2]5[C:7]([O:8][C:9]6[CH:10]=[C:11]([C:15]7[CH:20]=[CH:19][CH:18]=[CH:17][CH:16]=7)[CH:12]=[CH:13][C:14]=64)=[CH:6][CH:5]=[CH:4][C:3]=5[O:21][C:22]=3[CH:23]=2)[CH:33]=[CH:32][CH:31]=[CH:30][CH:29]=1. (4) Given the reactants C([O:3][C:4]([C:6]1[CH:10]=[CH:9][NH:8][N:7]=1)=[O:5])C.[O:11]1[CH2:16][CH2:15][CH:14](OS(C)(=O)=O)[CH2:13][CH2:12]1.C([O-])([O-])=O.[Cs+].[Cs+], predict the reaction product. The product is: [O:11]1[CH2:16][CH2:15][CH:14]([N:8]2[CH:9]=[CH:10][C:6]([C:4]([OH:3])=[O:5])=[N:7]2)[CH2:13][CH2:12]1. (5) Given the reactants [OH:1][C:2]1[CH:10]=[C:9]([O:11][CH3:12])[CH:8]=[CH:7][C:3]=1[C:4]([OH:6])=O.[C:13]([NH2:22])(=O)[C:14]1[C:15](=[CH:17][CH:18]=[CH:19][CH:20]=1)[OH:16].N1C=CC=CC=1.S(Cl)(Cl)=O, predict the reaction product. The product is: [OH:16][C:15]1[CH:17]=[CH:18][CH:19]=[CH:20][C:14]=1[C:13]1[O:1][C:2]2[CH:10]=[C:9]([O:11][CH3:12])[CH:8]=[CH:7][C:3]=2[C:4](=[O:6])[N:22]=1. (6) Given the reactants [Cl:1][C:2]1[CH:3]=[C:4]([CH:18]=[CH:19][C:20]=1[Cl:21])[CH2:5][NH:6][C:7](=[O:17])[NH:8][C:9]1[S:10][CH:11]=[C:12]([C:14]([OH:16])=O)[N:13]=1.CCN(C(C)C)C(C)C.CN([C:34]([O:38][N:39]1N=NC2C=CC=C[C:40]1=2)=[N+](C)C)C.[B-](F)(F)(F)F.Cl.CNOC, predict the reaction product. The product is: [Cl:1][C:2]1[CH:3]=[C:4]([CH:18]=[CH:19][C:20]=1[Cl:21])[CH2:5][NH:6][C:7](=[O:17])[NH:8][C:9]1[S:10][CH:11]=[C:12]([C:14]([N:39]([O:38][CH3:34])[CH3:40])=[O:16])[N:13]=1.